This data is from Full USPTO retrosynthesis dataset with 1.9M reactions from patents (1976-2016). The task is: Predict the reactants needed to synthesize the given product. (1) Given the product [CH3:8][C:9]([CH3:12])([CH3:11])[CH2:10][C:5]1[CH:6]=[CH:7][C:2]([NH2:1])=[CH:3][CH:4]=1, predict the reactants needed to synthesize it. The reactants are: [NH2:1][C:2]1[CH:7]=[CH:6][CH:5]=[CH:4][CH:3]=1.[CH2:8](C1C=CC=CC=1)[C:9]([CH3:12])([CH3:11])[CH3:10]. (2) Given the product [CH3:12][C:3]1[C:2]([NH:1][CH:16]2[CH2:17][CH2:18][O:13][CH2:14][CH2:15]2)=[CH:7][N:6]=[CH:5][C:4]=1[C:8]([O:10][CH3:11])=[O:9], predict the reactants needed to synthesize it. The reactants are: [NH2:1][C:2]1[C:3]([CH3:12])=[C:4]([C:8]([O:10][CH3:11])=[O:9])[CH:5]=[N:6][CH:7]=1.[O:13]1[CH2:18][CH2:17][C:16](=O)[CH2:15][CH2:14]1.FC(F)(F)C(O)=O.C(O[BH-](OC(=O)C)OC(=O)C)(=O)C.[Na+].C([O-])(O)=O.[Na+]. (3) Given the product [O:3]1[C:8]2=[CH:9][CH:10]=[CH:11][C:7]2=[CH:6][C:5]([CH:12]2[CH2:17][CH2:16][CH2:15][CH2:14][N:13]2[CH2:18][CH2:19][C@H:20]2[CH2:21][CH2:22][C@H:23]([NH:26][C:31]([C:28]3([OH:27])[CH2:30][CH2:29]3)=[O:32])[CH2:24][CH2:25]2)=[CH:4]1, predict the reactants needed to synthesize it. The reactants are: Cl.Cl.[O:3]1[C:8]2=[CH:9][CH:10]=[CH:11][C:7]2=[CH:6][C:5]([CH:12]2[CH2:17][CH2:16][CH2:15][CH2:14][N:13]2[CH2:18][CH2:19][C@H:20]2[CH2:25][CH2:24][C@H:23]([NH2:26])[CH2:22][CH2:21]2)=[CH:4]1.[OH:27][C:28]1([C:31](O)=[O:32])[CH2:30][CH2:29]1. (4) The reactants are: [CH2:1]=[C:2]1[C:7](=[O:8])[CH:6]2[CH2:9][CH2:10][N:3]1[CH2:4][CH2:5]2.ClCCl. Given the product [CH2:7]([O:8][CH2:1][CH:2]1[C:7](=[O:8])[CH:6]2[CH2:9][CH2:10][N:3]1[CH2:4][CH2:5]2)[CH2:6][CH3:5], predict the reactants needed to synthesize it. (5) The reactants are: S(Cl)(Cl)=O.[CH3:5][NH:6][CH:7]([C:11]1[CH:16]=[CH:15][CH:14]=[CH:13][CH:12]=1)[C:8]([OH:10])=[O:9].[CH3:17]O. Given the product [CH3:5][NH:6][CH:7]([C:11]1[CH:16]=[CH:15][CH:14]=[CH:13][CH:12]=1)[C:8]([O:10][CH3:17])=[O:9], predict the reactants needed to synthesize it. (6) Given the product [CH3:1][O:2][C:3](=[O:26])[C@H:4]([CH2:22][CH2:23][S:24][CH3:25])[NH:5][C:6](=[O:21])[C:7]1[CH:12]=[CH:11][C:10]([NH:13][CH2:33][C:29]2[CH:28]=[N:27][CH:32]=[CH:31][CH:30]=2)=[CH:9][C:8]=1[C:14]1[CH:19]=[CH:18][CH:17]=[CH:16][C:15]=1[CH3:20], predict the reactants needed to synthesize it. The reactants are: [CH3:1][O:2][C:3](=[O:26])[C@H:4]([CH2:22][CH2:23][S:24][CH3:25])[NH:5][C:6](=[O:21])[C:7]1[CH:12]=[CH:11][C:10]([NH2:13])=[CH:9][C:8]=1[C:14]1[CH:19]=[CH:18][CH:17]=[CH:16][C:15]=1[CH3:20].[N:27]1[CH:32]=[CH:31][CH:30]=[C:29]([CH:33]=O)[CH:28]=1.C([BH3-])#N.[Na+].C(O)(=O)C. (7) Given the product [Cl:1][C:2]1[C:3]2[O:36][CH2:35][C:12]3([C:20]4[C:15](=[CH:16][CH:17]=[CH:18][CH:19]=4)[NH:14][C:13]3=[O:34])[C:4]=2[C:5]2[O:10][CH2:9][CH2:8][O:7][C:6]=2[CH:11]=1, predict the reactants needed to synthesize it. The reactants are: [Cl:1][C:2]1[C:3]2[O:36][CH2:35][C:12]3([C:20]4[C:15](=[CH:16][CH:17]=[CH:18][CH:19]=4)[N:14](C(C4C=CC=CC=4)C4C=CC=CC=4)[C:13]3=[O:34])[C:4]=2[C:5]2[O:10][CH2:9][CH2:8][O:7][C:6]=2[CH:11]=1.C1(C(C2C=CC=CC=2)N2C3C(=CC=CC=3)C3(C4C=C(C)C(OC)=CC=4OC3)C2=O)C=CC=CC=1. (8) Given the product [CH3:26][N:27]1[CH:31]=[C:30]([C:32]2[CH:33]=[CH:34][C:35]([NH:38][C:2]3[CH:3]=[CH:4][C:5]4[CH2:6][N:7]([C:19]([O:21][C:22]([CH3:25])([CH3:24])[CH3:23])=[O:20])[CH2:8][C@@H:9]([C:13]5[CH:18]=[CH:17][CH:16]=[CH:15][CH:14]=5)[O:10][C:11]=4[N:12]=3)=[N:36][CH:37]=2)[CH:29]=[N:28]1, predict the reactants needed to synthesize it. The reactants are: Cl[C:2]1[CH:3]=[CH:4][C:5]2[CH2:6][N:7]([C:19]([O:21][C:22]([CH3:25])([CH3:24])[CH3:23])=[O:20])[CH2:8][C@@H:9]([C:13]3[CH:18]=[CH:17][CH:16]=[CH:15][CH:14]=3)[O:10][C:11]=2[N:12]=1.[CH3:26][N:27]1[CH:31]=[C:30]([C:32]2[CH:33]=[CH:34][C:35]([NH2:38])=[N:36][CH:37]=2)[CH:29]=[N:28]1.C(=O)([O-])[O-].[Cs+].[Cs+].COCCOC. (9) Given the product [CH2:2]([O:4][C:5]([C:7]1[C:8]2[S:16][CH:15]=[C:14]([CH2:17][O:18][C:19]3[CH:24]=[C:23]([NH:25][C:26](=[O:33])[C:27]4[CH:32]=[CH:31][CH:30]=[CH:29][CH:28]=4)[CH:22]=[CH:21][C:20]=3[CH3:34])[C:9]=2[C:10]([NH2:1])=[N:11][CH:12]=1)=[O:6])[CH3:3], predict the reactants needed to synthesize it. The reactants are: [NH3:1].[CH2:2]([O:4][C:5]([C:7]1[C:8]2[S:16][CH:15]=[C:14]([CH2:17][O:18][C:19]3[CH:24]=[C:23]([NH:25][C:26](=[O:33])[C:27]4[CH:32]=[CH:31][CH:30]=[CH:29][CH:28]=4)[CH:22]=[CH:21][C:20]=3[CH3:34])[C:9]=2[C:10](Cl)=[N:11][CH:12]=1)=[O:6])[CH3:3]. (10) The reactants are: [Cl:1][C:2]1[CH:7]=[CH:6][C:5]([CH:8]2[CH2:13][C:12](=[O:14])[N:11]([CH3:15])[C:10]([CH3:16])=[C:9]2[C:17]([OH:19])=O)=[CH:4][CH:3]=1.[NH2:20][C:21]1[CH:22]=[C:23]2[C:27](=[CH:28][CH:29]=1)[NH:26][N:25]=[C:24]2[Cl:30]. Given the product [Cl:30][C:24]1[C:23]2[C:27](=[CH:28][CH:29]=[C:21]([NH:20][C:17]([C:9]3[CH:8]([C:5]4[CH:4]=[CH:3][C:2]([Cl:1])=[CH:7][CH:6]=4)[CH2:13][C:12](=[O:14])[N:11]([CH3:15])[C:10]=3[CH3:16])=[O:19])[CH:22]=2)[NH:26][N:25]=1, predict the reactants needed to synthesize it.